Dataset: Forward reaction prediction with 1.9M reactions from USPTO patents (1976-2016). Task: Predict the product of the given reaction. Given the reactants [Cl:1]N1C(=O)CCC1=O.[CH2:9]([O:11][C:12]([C:14]1[CH:18]=[C:17]([CH3:19])[NH:16][N:15]=1)=[O:13])[CH3:10], predict the reaction product. The product is: [CH2:9]([O:11][C:12]([C:14]1[C:18]([Cl:1])=[C:17]([CH3:19])[NH:16][N:15]=1)=[O:13])[CH3:10].